Predict the product of the given reaction. From a dataset of Forward reaction prediction with 1.9M reactions from USPTO patents (1976-2016). (1) Given the reactants [Br:1][C:2]1[CH:3]=[C:4]([C:8]2([C:15]3[CH:20]=[CH:19][C:18]([O:21][CH3:22])=[CH:17][CH:16]=3)[C:12](=S)S[C:10](=[S:14])[NH:9]2)[CH:5]=[CH:6][CH:7]=1.[NH2:23][CH2:24][CH:25]([OH:28])[CH2:26][NH2:27].C(N(CC)CC)C, predict the reaction product. The product is: [Br:1][C:2]1[CH:3]=[C:4]([C:8]2([C:15]3[CH:20]=[CH:19][C:18]([O:21][CH3:22])=[CH:17][CH:16]=3)[C:12]3=[N:23][CH2:24][CH:25]([OH:28])[CH2:26][N:27]3[C:10](=[S:14])[NH:9]2)[CH:5]=[CH:6][CH:7]=1. (2) The product is: [CH3:13][C:14]1([CH3:20])[C:15]([O:19][S:28]([C:31]([F:34])([F:33])[F:32])(=[O:30])=[O:29])=[CH:16][CH2:17][CH2:18]1. Given the reactants C([Li])CCC.C(NC(C)C)(C)C.[CH3:13][C:14]1([CH3:20])[CH2:18][CH2:17][CH2:16][C:15]1=[O:19].C1(N([S:28]([C:31]([F:34])([F:33])[F:32])(=[O:30])=[O:29])[S:28]([C:31]([F:34])([F:33])[F:32])(=[O:30])=[O:29])C=CC=CC=1, predict the reaction product. (3) Given the reactants [CH2:1]([CH:8]1[NH:13][CH2:12][CH2:11][N:10]([C:14]2[CH:22]=[C:21]3[C:17]([C:18]([CH2:26][CH3:27])=[N:19][N:20]3[CH:23]([CH3:25])[CH3:24])=[CH:16][CH:15]=2)[CH2:9]1)[C:2]1[CH:7]=[CH:6][CH:5]=[CH:4][CH:3]=1.Cl[C:29]1[CH:34]=[N:33][CH:32]=[CH:31][N:30]=1, predict the reaction product. The product is: [CH2:1]([C@@H:8]1[N:13]([C:29]2[CH:34]=[N:33][CH:32]=[CH:31][N:30]=2)[CH2:12][CH2:11][N:10]([C:14]2[CH:22]=[C:21]3[C:17]([C:18]([CH2:26][CH3:27])=[N:19][N:20]3[CH:23]([CH3:24])[CH3:25])=[CH:16][CH:15]=2)[CH2:9]1)[C:2]1[CH:3]=[CH:4][CH:5]=[CH:6][CH:7]=1. (4) Given the reactants [N:1]([O-])=O.[Na+].[NH2:5][C:6]1[CH:11]=[C:10]([O:12][CH3:13])[C:9]([CH2:14][CH3:15])=[CH:8][C:7]=1[C:16](=[O:18])[CH3:17].C(=O)(O)[O-].[Na+], predict the reaction product. The product is: [CH2:14]([C:9]1[CH:8]=[C:7]2[C:6](=[CH:11][C:10]=1[O:12][CH3:13])[N:5]=[N:1][CH:17]=[C:16]2[OH:18])[CH3:15]. (5) The product is: [NH2:1][C@@H:2]1[CH2:7][CH2:6][CH2:5][CH2:4][C@H:3]1[NH:8][C@H:9]1[CH2:14][CH2:13][CH2:12][N:11]([C:15]2[CH:22]=[CH:21][C:18]([C:19]([O:29][CH3:30])=[O:33])=[CH:17][CH:16]=2)[CH2:10]1. Given the reactants [NH2:1][C@@H:2]1[CH2:7][CH2:6][CH2:5][CH2:4][C@H:3]1[NH:8][C@H:9]1[CH2:14][CH2:13][CH2:12][N:11]([C:15]2[CH:22]=[CH:21][C:18]([C:19]#N)=[CH:17][CH:16]=2)[CH2:10]1.B(F)(F)F.CC[O:29][CH2:30]C.C[OH:33], predict the reaction product. (6) The product is: [Br:34][C:10]1[CH:11]=[N:12][N:13]([C:14]2[CH:15]=[CH:16][C:17]([C:18]#[N:19])=[CH:20][CH:21]=2)[C:9]=1[C:6]1[C:7](=[O:8])[N:2]([CH3:1])[C:3](=[O:33])[N:4]([C:23]2[CH:28]=[CH:27][CH:26]=[C:25]([C:29]([F:30])([F:31])[F:32])[CH:24]=2)[C:5]=1[CH3:22]. Given the reactants [CH3:1][N:2]1[C:7](=[O:8])[C:6]([C:9]2[N:13]([C:14]3[CH:21]=[CH:20][C:17]([C:18]#[N:19])=[CH:16][CH:15]=3)[N:12]=[CH:11][CH:10]=2)=[C:5]([CH3:22])[N:4]([C:23]2[CH:28]=[CH:27][CH:26]=[C:25]([C:29]([F:32])([F:31])[F:30])[CH:24]=2)[C:3]1=[O:33].[Br:34]Br.S([O-])([O-])(=O)=S.[Na+].[Na+], predict the reaction product. (7) Given the reactants [CH:1]1([N:7]([CH:24]2[CH2:29][CH2:28][CH2:27][CH2:26][CH2:25]2)[C:8](=[O:23])[NH:9][C:10]2[S:11][C:12]([S:15]([NH:18][CH2:19][C:20]([OH:22])=[O:21])(=[O:17])=[O:16])=[CH:13][N:14]=2)[CH2:6][CH2:5][CH2:4][CH2:3][CH2:2]1.[CH:30]1(N[C@H]2CC[C@H](C)CC2)CCCC[CH2:31]1.[CH2:44](OC(C1(NS(C2SC(N)=NC=2)(=O)=O)CC1)=O)C, predict the reaction product. The product is: [CH:24]1([N:7]([C@H:1]2[CH2:2][CH2:3][C@H:4]([CH3:44])[CH2:5][CH2:6]2)[C:8](=[O:23])[NH:9][C:10]2[S:11][C:12]([S:15]([NH:18][C:19]3([C:20]([OH:22])=[O:21])[CH2:31][CH2:30]3)(=[O:16])=[O:17])=[CH:13][N:14]=2)[CH2:29][CH2:28][CH2:27][CH2:26][CH2:25]1. (8) Given the reactants [F:1][C:2]([F:36])([F:35])[C:3]1[CH:34]=[CH:33][C:6]([CH2:7][O:8][C:9]([N:11]2[CH2:16][CH2:15][CH2:14][CH:13]([C:17]3[CH:22]=[CH:21][C:20]([CH3:23])=[C:19]([O:24][C:25]([C:28]([O:30]CC)=[O:29])([CH3:27])[CH3:26])[CH:18]=3)[CH2:12]2)=[O:10])=[CH:5][CH:4]=1.C(=O)([O-])[O-].[K+].[K+].CO, predict the reaction product. The product is: [F:35][C:2]([F:1])([F:36])[C:3]1[CH:34]=[CH:33][C:6]([CH2:7][O:8][C:9]([N:11]2[CH2:16][CH2:15][CH2:14][CH:13]([C:17]3[CH:22]=[CH:21][C:20]([CH3:23])=[C:19]([O:24][C:25]([C:28]([OH:30])=[O:29])([CH3:27])[CH3:26])[CH:18]=3)[CH2:12]2)=[O:10])=[CH:5][CH:4]=1.